From a dataset of Full USPTO retrosynthesis dataset with 1.9M reactions from patents (1976-2016). Predict the reactants needed to synthesize the given product. (1) The reactants are: FC(F)(F)C(O)=O.[I:8][C:9]1[CH:10]=[C:11]2[C:15](=[CH:16][CH:17]=1)[CH2:14][NH:13][CH2:12]2.[O:18](C(OC(C)(C)C)=O)[C:19]([O:21][C:22]([CH3:25])([CH3:24])[CH3:23])=O. Given the product [I:8][C:9]1[CH:10]=[C:11]2[C:15](=[CH:16][CH:17]=1)[CH2:14][N:13]([C:19]([O:21][C:22]([CH3:25])([CH3:24])[CH3:23])=[O:18])[CH2:12]2, predict the reactants needed to synthesize it. (2) Given the product [CH2:1]1[C:11]2=[C:12]3[C:7](=[CH:8][CH:9]=[CH:10]2)[C:6]([CH:13]2[CH2:18][CH2:17][NH:16][CH2:15][CH2:14]2)=[CH:5][CH:4]=[C:3]3[CH2:2]1, predict the reactants needed to synthesize it. The reactants are: [CH2:1]1[C:11]2=[C:12]3[C:7](=[CH:8][CH:9]=[CH:10]2)[C:6]([C:13]2(O)[CH2:18][CH2:17][N:16](C(OC(C)(C)C)=O)[CH2:15][CH2:14]2)=[CH:5][CH:4]=[C:3]3[CH2:2]1.C([SiH](CC)CC)C.FC(F)(F)C(O)=O.[OH-].[K+]. (3) Given the product [CH2:1]([N:3]([CH2:4][CH3:5])[C:13]([CH:8]1[CH2:9][CH2:10][CH2:11][CH:12]([Br:16])[C:7]1=[O:6])=[O:15])[CH3:2], predict the reactants needed to synthesize it. The reactants are: [CH2:1]([NH:3][CH2:4][CH3:5])[CH3:2].[O:6]=[C:7]1[CH2:12][CH2:11][CH2:10][CH2:9][CH:8]1[C:13]([OH:15])=O.[Br:16]Br. (4) Given the product [Cl:1][C:2]1[CH:40]=[CH:39][C:5]2[N:6]([C:20](=[O:38])[C:21]3[CH:26]=[CH:25][C:24]([NH:27][C:28](=[O:36])[C:29]4[CH:34]=[CH:33][CH:32]=[CH:31][C:30]=4[CH3:35])=[CH:23][C:22]=3[CH3:37])[CH2:7][CH2:8][CH2:9][CH:10]([O:11][C:12]([CH2:14][CH2:15][CH2:16][C:17]([O-:19])=[O:18])=[O:13])[C:4]=2[CH:3]=1.[Na+:45], predict the reactants needed to synthesize it. The reactants are: [Cl:1][C:2]1[CH:40]=[CH:39][C:5]2[N:6]([C:20](=[O:38])[C:21]3[CH:26]=[CH:25][C:24]([NH:27][C:28](=[O:36])[C:29]4[CH:34]=[CH:33][CH:32]=[CH:31][C:30]=4[CH3:35])=[CH:23][C:22]=3[CH3:37])[CH2:7][CH2:8][CH2:9][CH:10]([O:11][C:12]([CH2:14][CH2:15][CH2:16][C:17]([OH:19])=[O:18])=[O:13])[C:4]=2[CH:3]=1.C(=O)([O-])O.[Na+:45]. (5) Given the product [NH2:33][C@H:20]1[C:21]2[CH:32]=[CH:31][CH:30]=[CH:29][C:22]=2[C:23]2[CH:28]=[CH:27][CH:26]=[N:25][C:24]=2[N:18]([CH2:17][CH2:16][OH:15])[C:19]1=[O:35], predict the reactants needed to synthesize it. The reactants are: FC(F)(F)C(O)=O.[Si]([O:15][CH2:16][CH2:17][N:18]1[C:24]2[N:25]=[CH:26][CH:27]=[CH:28][C:23]=2[C:22]2[CH:29]=[CH:30][CH:31]=[CH:32][C:21]=2[C:20](=[N:33]O)[C:19]1=[O:35])(C(C)(C)C)(C)C. (6) The reactants are: Cl[C:2]1[CH:7]=[CH:6][C:5](/[CH:8]=[CH:9]/[C:10]([N:12]2[CH2:17][CH2:16][N:15]([C:18](=[O:20])[CH3:19])[CH2:14][CH2:13]2)=[O:11])=[CH:4][C:3]=1[N+:21]([O-:23])=[O:22].[CH3:24][C:25]1[CH:26]=[C:27]([SH:32])[CH:28]=[CH:29][C:30]=1[CH3:31].C(=O)([O-])[O-].[K+].[K+]. Given the product [CH3:24][C:25]1[CH:26]=[C:27]([S:32][C:2]2[CH:7]=[CH:6][C:5](/[CH:8]=[CH:9]/[C:10]([N:12]3[CH2:17][CH2:16][N:15]([C:18](=[O:20])[CH3:19])[CH2:14][CH2:13]3)=[O:11])=[CH:4][C:3]=2[N+:21]([O-:23])=[O:22])[CH:28]=[CH:29][C:30]=1[CH3:31], predict the reactants needed to synthesize it.